This data is from Forward reaction prediction with 1.9M reactions from USPTO patents (1976-2016). The task is: Predict the product of the given reaction. (1) Given the reactants Br[CH2:2][C:3]([CH:5]1[CH2:10][CH2:9][N:8]([C:11]([O:13][C:14]([CH3:17])([CH3:16])[CH3:15])=[O:12])[CH2:7][CH2:6]1)=O.[CH:18]([NH2:20])=[S:19], predict the reaction product. The product is: [S:19]1[CH:2]=[C:3]([CH:5]2[CH2:10][CH2:9][N:8]([C:11]([O:13][C:14]([CH3:17])([CH3:16])[CH3:15])=[O:12])[CH2:7][CH2:6]2)[N:20]=[CH:18]1. (2) Given the reactants Br.[NH2:2][C:3]1[C:11]([OH:12])=[C:10]2[C:6]([CH2:7][CH2:8][C:9]2=[O:13])=[CH:5][CH:4]=1.C(N(CC)CC)C.[C:21](OC(=O)C)(=[O:23])[CH3:22].C(=O)([O-])O.[Na+], predict the reaction product. The product is: [OH:12][C:11]1[C:3]([NH:2][C:21](=[O:23])[CH3:22])=[CH:4][CH:5]=[C:6]2[C:10]=1[C:9](=[O:13])[CH2:8][CH2:7]2. (3) The product is: [CH3:25][C:20]1[CH:19]=[C:18]([N:5]([CH2:6][CH2:7][C:8]2[CH:9]=[N:10][C:11]([C:14]([F:17])([F:16])[F:15])=[CH:12][CH:13]=2)[C:3](=[O:4])[CH2:2][N:28]2[C:29]3[CH:35]=[CH:34][CH:33]=[CH:32][C:30]=3[N:31]=[C:27]2[CH3:26])[CH:23]=[CH:22][C:21]=1[CH3:24]. Given the reactants Br[CH2:2][C:3]([N:5]([C:18]1[CH:23]=[CH:22][C:21]([CH3:24])=[C:20]([CH3:25])[CH:19]=1)[CH2:6][CH2:7][C:8]1[CH:9]=[N:10][C:11]([C:14]([F:17])([F:16])[F:15])=[CH:12][CH:13]=1)=[O:4].[CH3:26][C:27]1[NH:28][C:29]2[CH:35]=[CH:34][CH:33]=[CH:32][C:30]=2[N:31]=1.C(=O)([O-])[O-].[K+].[K+], predict the reaction product.